This data is from Catalyst prediction with 721,799 reactions and 888 catalyst types from USPTO. The task is: Predict which catalyst facilitates the given reaction. Product: [CH3:2][O:3][C:4](=[O:27])[C@H:5]([CH2:7][C:8]1[CH:9]=[CH:10][C:11]([C:14]2[C:15](=[O:26])[N:16]([CH3:25])[C:17]([C:21]([F:22])([F:23])[F:24])=[CH:18][C:19]=2[CH3:20])=[CH:12][CH:13]=1)[NH:6][C:31]([C:30]1[C:29]([Cl:28])=[CH:37][CH:36]=[CH:35][C:34]=1[Cl:38])=[O:32]. The catalyst class is: 56. Reactant: Cl.[CH3:2][O:3][C:4](=[O:27])[C@H:5]([CH2:7][C:8]1[CH:13]=[CH:12][C:11]([C:14]2[C:15](=[O:26])[N:16]([CH3:25])[C:17]([C:21]([F:24])([F:23])[F:22])=[CH:18][C:19]=2[CH3:20])=[CH:10][CH:9]=1)[NH2:6].[Cl:28][C:29]1[CH:37]=[CH:36][CH:35]=[C:34]([Cl:38])[C:30]=1[C:31](Cl)=[O:32].CCN(C(C)C)C(C)C.